This data is from Peptide-MHC class II binding affinity with 134,281 pairs from IEDB. The task is: Regression. Given a peptide amino acid sequence and an MHC pseudo amino acid sequence, predict their binding affinity value. This is MHC class II binding data. (1) The peptide sequence is NGSAEVHRGAVPRRG. The MHC is HLA-DPA10201-DPB10101 with pseudo-sequence HLA-DPA10201-DPB10101. The binding affinity (normalized) is 0. (2) The peptide sequence is QIHQYIMALREEYFD. The MHC is DRB1_0802 with pseudo-sequence DRB1_0802. The binding affinity (normalized) is 0.594. (3) The peptide sequence is ANWIEIMRIKKLTIT. The MHC is HLA-DPA10201-DPB10101 with pseudo-sequence HLA-DPA10201-DPB10101. The binding affinity (normalized) is 0.317. (4) The peptide sequence is ANPLSNPFYMDDR. The MHC is HLA-DQA10501-DQB10301 with pseudo-sequence HLA-DQA10501-DQB10301. The binding affinity (normalized) is 0. (5) The peptide sequence is QQPPFGEQEQPVLPQ. The MHC is HLA-DQA10201-DQB10202 with pseudo-sequence HLA-DQA10201-DQB10202. The binding affinity (normalized) is 0.